From a dataset of Catalyst prediction with 721,799 reactions and 888 catalyst types from USPTO. Predict which catalyst facilitates the given reaction. (1) Reactant: Br.C(O)(=O)CC.C1(O)C=CC=CC=1.[Br:14][C:15]1[CH:16]=[C:17]2[C:21](=[CH:22][CH:23]=1)[CH2:20][N:19](S(C1C=CC(C)=CC=1)(=O)=O)[CH2:18]2. Product: [Br:14][C:15]1[CH:16]=[C:17]2[C:21](=[CH:22][CH:23]=1)[CH2:20][NH:19][CH2:18]2. The catalyst class is: 6. (2) Reactant: C(OC(=O)[NH:10][CH:11]([C:13]1[N:14]=[C:15]2[CH:20]=[N:19][CH:18]=[CH:17][N:16]2[C:21]=1[C:22]1[CH:27]=[CH:26][CH:25]=[CH:24][N:23]=1)[CH3:12])C1C=CC=CC=1.CSC. Product: [N:23]1[CH:24]=[CH:25][CH:26]=[CH:27][C:22]=1[C:21]1[N:16]2[CH:17]=[CH:18][N:19]=[CH:20][C:15]2=[N:14][C:13]=1[CH:11]([NH2:10])[CH3:12]. The catalyst class is: 67. (3) Reactant: [CH3:1][O:2][C:3]1[CH:21]=[CH:20][C:6]([CH2:7][N:8]2[N:17]=[C:16]3[C:10]([C:11](=[O:19])[CH2:12][CH2:13][CH:14]4[O:18][CH:15]43)=[CH:9]2)=[CH:5][CH:4]=1. Product: [OH:18][CH:14]1[CH2:13][CH2:12][C:11](=[O:19])[C:10]2=[CH:9][N:8]([CH2:7][C:6]3[CH:5]=[CH:4][C:3]([O:2][CH3:1])=[CH:21][CH:20]=3)[N:17]=[C:16]2[CH2:15]1. The catalyst class is: 19. (4) Product: [Br:30][CH2:9][C:7]1[S:8][C:4]2[CH:3]=[C:2]([Cl:1])[CH:11]=[CH:10][C:5]=2[N:6]=1. The catalyst class is: 53. Reactant: [Cl:1][C:2]1[CH:11]=[CH:10][C:5]2[N:6]=[C:7]([CH3:9])[S:8][C:4]=2[CH:3]=1.C(OOC(=O)C1C=CC=CC=1)(=O)C1C=CC=CC=1.[Br:30]N1C(=O)CCC1=O. (5) Reactant: [Cl:1][C:2]1[C:7]([O:8][CH2:9]C)=[CH:6][C:5]([C:11]2[CH:12]=[C:13]([CH:19]=[CH:20][N:21]=2)[C:14]([O:16]CC)=[O:15])=[CH:4][C:3]=1[O:22][CH2:23]C.[OH-].[Na+]. Product: [Cl:1][C:2]1[C:3]([O:22][CH3:23])=[CH:4][C:5]([C:11]2[CH:12]=[C:13]([CH:19]=[CH:20][N:21]=2)[C:14]([OH:16])=[O:15])=[CH:6][C:7]=1[O:8][CH3:9]. The catalyst class is: 8. (6) Reactant: [N:1]1[CH:6]=[CH:5][C:4]([CH2:7][C:8]([OH:10])=O)=[CH:3][CH:2]=1.C(N1C=CN=C1)(N1C=CN=C1)=O.[CH3:23][N:24]1[CH2:29][CH2:28][NH:27][CH2:26][CH2:25]1. Product: [O:10]=[C:8]([N:27]1[CH2:28][CH2:29][N:24]([CH3:23])[CH2:25][CH2:26]1)[CH2:7][C:4]1[CH:3]=[CH:2][N:1]=[CH:6][CH:5]=1. The catalyst class is: 7. (7) Reactant: [OH-].[Na+].[S:3]1[CH:7]=[C:6]([CH2:8][N:9]2[C:17]3[C:12](=[CH:13][C:14]([NH:18][C:19]4[C:28]5[C:23](=[CH:24][CH:25]=[CH:26][C:27]=5[O:29][C@H:30]([CH3:35])[C:31]([O:33]C)=[O:32])[N:22]=[CH:21][N:20]=4)=[CH:15][CH:16]=3)[CH:11]=[N:10]2)[N:5]=[CH:4]1. Product: [S:3]1[CH:7]=[C:6]([CH2:8][N:9]2[C:17]3[C:12](=[CH:13][C:14]([NH:18][C:19]4[C:28]5[C:23](=[CH:24][CH:25]=[CH:26][C:27]=5[O:29][C@H:30]([CH3:35])[C:31]([OH:33])=[O:32])[N:22]=[CH:21][N:20]=4)=[CH:15][CH:16]=3)[CH:11]=[N:10]2)[N:5]=[CH:4]1. The catalyst class is: 36. (8) Reactant: [CH3:1][O:2][C:3]1[C:8]([CH2:9][N:10]2[C:18]3[C:13](=[N:14][CH:15]=[C:16]([CH3:19])[CH:17]=3)[C:12]([C:20](O)=[O:21])=[CH:11]2)=[CH:7][C:6]([C:23]([F:26])([F:25])[F:24])=[CH:5][N:4]=1.CN(C(ON1N=NC2C=CC=NC1=2)=[N+](C)C)C.F[P-](F)(F)(F)(F)F.Cl.[F:52][C@@H:53]([CH3:56])[CH2:54][NH2:55].C(N(CC)CC)C. Product: [F:52][C@@H:53]([CH3:56])[CH2:54][NH:55][C:20]([C:12]1[C:13]2=[N:14][CH:15]=[C:16]([CH3:19])[CH:17]=[C:18]2[N:10]([CH2:9][C:8]2[C:3]([O:2][CH3:1])=[N:4][CH:5]=[C:6]([C:23]([F:24])([F:25])[F:26])[CH:7]=2)[CH:11]=1)=[O:21]. The catalyst class is: 179. (9) Reactant: [ClH:1].[CH:2]1([CH2:8][C:9]([C:11]2[N:12]=[C:13]([CH:16]3[CH2:21][CH2:20][N:19](C(OC(C)(C)C)=O)[CH2:18][CH2:17]3)[S:14][CH:15]=2)=[O:10])[CH2:7][CH2:6][CH2:5][CH2:4][CH2:3]1. Product: [Cl-:1].[CH:2]1([CH2:8][C:9]([C:11]2[N:12]=[C:13]([CH:16]3[CH2:17][CH2:18][NH2+:19][CH2:20][CH2:21]3)[S:14][CH:15]=2)=[O:10])[CH2:3][CH2:4][CH2:5][CH2:6][CH2:7]1. The catalyst class is: 472. (10) Reactant: Br[CH2:2][C:3]([C:5]1[CH:10]=[CH:9][C:8]([O:11][CH2:12][CH2:13][CH2:14][CH2:15][CH2:16][CH2:17][CH3:18])=[CH:7][CH:6]=1)=[O:4].[Br:19][C:20]1[CH:28]=[CH:27][C:23]([C:24]([OH:26])=[O:25])=[CH:22][CH:21]=1.C(O)(=O)CC(CC(O)=O)(C(O)=O)O.CC(=O)OCC. Product: [Br:19][C:20]1[CH:28]=[CH:27][C:23]([C:24]([O:26][CH2:2][C:3]([C:5]2[CH:10]=[CH:9][C:8]([O:11][CH2:12][CH2:13][CH2:14][CH2:15][CH2:16][CH2:17][CH3:18])=[CH:7][CH:6]=2)=[O:4])=[O:25])=[CH:22][CH:21]=1. The catalyst class is: 10.